Dataset: Full USPTO retrosynthesis dataset with 1.9M reactions from patents (1976-2016). Task: Predict the reactants needed to synthesize the given product. (1) The reactants are: Br[C:2]1[CH:8]=[CH:7][C:5]([OH:6])=[CH:4][C:3]=1[OH:9].[F:10][C:11]1[CH:16]=[CH:15][C:14]([O:17][CH3:18])=[CH:13][C:12]=1B(O)O.C(=O)([O-])[O-].[Na+].[Na+].O. Given the product [F:10][C:11]1[CH:16]=[CH:15][C:14]([O:17][CH3:18])=[CH:13][C:12]=1[C:2]1[C:3]([OH:9])=[CH:4][C:5]([OH:6])=[CH:7][CH:8]=1, predict the reactants needed to synthesize it. (2) Given the product [ClH:25].[ClH:25].[CH3:1][N:8]1[CH2:15][CH:14]2[NH:16][CH:10]([CH2:11][NH:12][CH2:13]2)[CH2:9]1, predict the reactants needed to synthesize it. The reactants are: [CH2:1]([N:8]1[CH2:15][CH:14]2[N:16](CC3C=CC=CC=3)[CH:10]([CH2:11][N:12](C)[CH2:13]2)[CH2:9]1)C1C=CC=CC=1.[ClH:25]. (3) Given the product [CH:14]1([CH2:17][NH:18][C:2]2[CH:9]=[CH:8][C:5]([C:6]#[N:7])=[CH:4][C:3]=2[C:10]([F:13])([F:12])[F:11])[CH2:16][CH2:15]1, predict the reactants needed to synthesize it. The reactants are: F[C:2]1[CH:9]=[CH:8][C:5]([C:6]#[N:7])=[CH:4][C:3]=1[C:10]([F:13])([F:12])[F:11].[CH:14]1([CH2:17][NH2:18])[CH2:16][CH2:15]1.